Dataset: Forward reaction prediction with 1.9M reactions from USPTO patents (1976-2016). Task: Predict the product of the given reaction. Given the reactants [C:1]([O:5][C:6](=[O:44])[CH2:7][CH:8]([NH:15][S:16]([C:19]1[CH:24]=[CH:23][CH:22]=[CH:21][C:20]=1[O:25][CH2:26][CH2:27][C:28]1[C:37]2[C:32](=[CH:33][CH:34]=[CH:35][CH:36]=2)[CH:31]=[CH:30][C:29]=1[O:38][CH2:39][CH2:40][N:41]([CH3:43])[CH3:42])(=[O:18])=[O:17])[C:9](N(OC)C)=[O:10])([CH3:4])([CH3:3])[CH3:2].C1COCC1.CCOCC.[H-].[H-].[H-].[H-].[Li+].[Al+3], predict the reaction product. The product is: [C:1]([O:5][C:6](=[O:44])[CH2:7][CH:8]([NH:15][S:16]([C:19]1[CH:24]=[CH:23][CH:22]=[CH:21][C:20]=1[O:25][CH2:26][CH2:27][C:28]1[C:37]2[C:32](=[CH:33][CH:34]=[CH:35][CH:36]=2)[CH:31]=[CH:30][C:29]=1[O:38][CH2:39][CH2:40][N:41]([CH3:43])[CH3:42])(=[O:18])=[O:17])[CH:9]=[O:10])([CH3:2])([CH3:4])[CH3:3].